From a dataset of Reaction yield outcomes from USPTO patents with 853,638 reactions. Predict the reaction yield, written as a fraction of the theoretical maximum amount of product (1.0 means a 100% yield; for example, 0.34 means a 34% yield). (1) The reactants are [C:1]([SiH2:5][O:6][C:7]([CH3:29])([CH3:28])[C:8]1[N:9]=[C:10]([C:13]2[CH:18]=[CH:17][C:16]([N:19]3[CH2:23][C@H:22]([CH2:24][OH:25])[O:21][C:20]3=[O:26])=[CH:15][C:14]=2[F:27])[O:11][CH:12]=1)([CH3:4])([CH3:3])[CH3:2].C(N(C(C)C)CC)(C)C.[CH3:39][S:40](Cl)(=[O:42])=[O:41]. The catalyst is O1CCCC1.C(OCC)(=O)C. The product is [CH3:39][S:40]([O:25][CH2:24][CH:22]1[O:21][C:20](=[O:26])[N:19]([C:16]2[CH:17]=[CH:18][C:13]([C:10]3[O:11][CH:12]=[C:8]([C:7]([CH3:29])([CH3:28])[O:6][SiH2:5][C:1]([CH3:4])([CH3:2])[CH3:3])[N:9]=3)=[C:14]([F:27])[CH:15]=2)[CH2:23]1)(=[O:42])=[O:41]. The yield is 0.980. (2) The reactants are [Cl:1][C:2]1[CH:3]=[C:4](/[C:9](/[C:31]([F:34])([F:33])[F:32])=[CH:10]/[C:11]([C:14]2[CH:15]=[C:16]3[C:20](=[CH:21][CH:22]=2)[CH:19]([NH:23][C:24](=[O:30])[CH2:25][CH:26]([O:28][CH3:29])[CH3:27])[CH2:18][CH2:17]3)=[N:12][OH:13])[CH:5]=[C:6]([Cl:8])[CH:7]=1.C(N(CC)CC)C.[C:42](Cl)(=[O:44])[CH3:43]. The catalyst is O1CCCC1. The product is [Cl:1][C:2]1[CH:3]=[C:4](/[C:9](/[C:31]([F:34])([F:32])[F:33])=[CH:10]/[C:11]([C:14]2[CH:15]=[C:16]3[C:20](=[CH:21][CH:22]=2)[CH:19]([NH:23][C:24](=[O:30])[CH2:25][CH:26]([O:28][CH3:29])[CH3:27])[CH2:18][CH2:17]3)=[N:12][O:13][C:42](=[O:44])[CH3:43])[CH:5]=[C:6]([Cl:8])[CH:7]=1. The yield is 0.690. (3) The reactants are Br[C:2]1[C:3]([C:10]#[N:11])=[CH:4][S:5][C:6]=1[N+:7]([O-:9])=[O:8].C([Sn](CCCC)(CCCC)[C:17]1[S:21][CH:20]=[N:19][CH:18]=1)CCC.O1CCOCC1. The catalyst is C1C=CC([P]([Pd]([P](C2C=CC=CC=2)(C2C=CC=CC=2)C2C=CC=CC=2)([P](C2C=CC=CC=2)(C2C=CC=CC=2)C2C=CC=CC=2)[P](C2C=CC=CC=2)(C2C=CC=CC=2)C2C=CC=CC=2)(C2C=CC=CC=2)C2C=CC=CC=2)=CC=1.[Cu](I)I.CN(C=O)C. The product is [N+:7]([C:6]1[S:5][CH:4]=[C:3]([C:10]#[N:11])[C:2]=1[C:17]1[S:21][CH:20]=[N:19][CH:18]=1)([O-:9])=[O:8]. The yield is 0.610.